Dataset: Full USPTO retrosynthesis dataset with 1.9M reactions from patents (1976-2016). Task: Predict the reactants needed to synthesize the given product. (1) Given the product [C:8]([O:12][C:13](=[O:54])[NH:14][CH:15]1[CH2:20][CH2:19][CH:18]([C:21](=[O:53])[NH:22][C:23]2[CH:24]=[C:25]([O:41][CH2:42][C:43]3[CH:48]=[CH:47][C:46]([C:49](=[NH:50])[NH2:52])=[CH:45][CH:44]=3)[CH:26]=[C:27]([O:29][CH2:30][C:31]3[CH:32]=[CH:33][C:34]([C:37](=[NH:38])[NH2:40])=[CH:35][CH:36]=3)[CH:28]=2)[CH2:17][CH2:16]1)([CH3:11])([CH3:9])[CH3:10], predict the reactants needed to synthesize it. The reactants are: C(OC(=O)C)(=O)C.[C:8]([O:12][C:13](=[O:54])[NH:14][CH:15]1[CH2:20][CH2:19][CH:18]([C:21](=[O:53])[NH:22][C:23]2[CH:28]=[C:27]([O:29][CH2:30][C:31]3[CH:36]=[CH:35][C:34]([C:37](=[NH:40])[NH:38]O)=[CH:33][CH:32]=3)[CH:26]=[C:25]([O:41][CH2:42][C:43]3[CH:48]=[CH:47][C:46]([C:49](=[NH:52])[NH:50]O)=[CH:45][CH:44]=3)[CH:24]=2)[CH2:17][CH2:16]1)([CH3:11])([CH3:10])[CH3:9]. (2) Given the product [CH3:22][Sn:23]([CH3:25])([CH3:24])[C:5]1[S:1][C:2]([C:6]2[S:7][CH:8]=[CH:9][CH:10]=2)=[CH:3][CH:4]=1, predict the reactants needed to synthesize it. The reactants are: [S:1]1[CH:5]=[CH:4][CH:3]=[C:2]1[C:6]1[S:7][CH:8]=[CH:9][CH:10]=1.[Li]CCCC.CCCCCC.[CH3:22][Sn:23](Cl)([CH3:25])[CH3:24].